This data is from Full USPTO retrosynthesis dataset with 1.9M reactions from patents (1976-2016). The task is: Predict the reactants needed to synthesize the given product. (1) Given the product [C:1]([O:5][C:6]([N:8]1[CH2:13][C@H:12]([N:14]([CH2:15][CH2:16][CH3:17])[C:50](=[O:52])[CH2:49][C:46]2[CH:45]=[CH:44][N:43]=[CH:48][CH:47]=2)[CH2:11][C@H:10]([C:18](=[O:41])[NH:19][CH2:20][C:21]2([CH2:35][CH2:36][CH2:37][CH2:38][O:39][CH3:40])[C:34]3[CH:33]=[CH:32][CH:31]=[CH:30][C:29]=3[O:28][C:27]3[C:22]2=[CH:23][CH:24]=[CH:25][CH:26]=3)[CH2:9]1)=[O:7])([CH3:3])([CH3:2])[CH3:4], predict the reactants needed to synthesize it. The reactants are: [C:1]([O:5][C:6]([N:8]1[CH2:13][C@H:12]([NH:14][CH2:15][CH2:16][CH3:17])[CH2:11][C@H:10]([C:18](=[O:41])[NH:19][CH2:20][C:21]2([CH2:35][CH2:36][CH2:37][CH2:38][O:39][CH3:40])[C:34]3[CH:33]=[CH:32][CH:31]=[CH:30][C:29]=3[O:28][C:27]3[C:22]2=[CH:23][CH:24]=[CH:25][CH:26]=3)[CH2:9]1)=[O:7])([CH3:4])([CH3:3])[CH3:2].Cl.[N:43]1[CH:48]=[CH:47][C:46]([CH2:49][C:50]([OH:52])=O)=[CH:45][CH:44]=1. (2) The reactants are: C(=O)([O:7][C:8]1[CH:9]=[CH:10][C:11]([C@@H:19]([O:34][Si:35]([C:38]([CH3:41])([CH3:40])[CH3:39])([CH3:37])[CH3:36])[CH2:20][NH:21][C:22]([CH3:33])([CH3:32])[CH2:23][C:24]2[CH:29]=[CH:28][CH:27]=[C:26]([CH:30]=[O:31])[CH:25]=2)=[C:12]2[C:17]=1[NH:16][C:15](=[O:18])[CH:14]=[CH:13]2)OC(C)(C)C.N. Given the product [Si:35]([O:34][C@H:19]([C:11]1[CH:10]=[CH:9][C:8]([OH:7])=[C:17]2[C:12]=1[CH:13]=[CH:14][C:15](=[O:18])[NH:16]2)[CH2:20][NH:21][C:22]([CH3:33])([CH3:32])[CH2:23][C:24]1[CH:25]=[C:26]([CH:27]=[CH:28][CH:29]=1)[CH:30]=[O:31])([C:38]([CH3:39])([CH3:40])[CH3:41])([CH3:37])[CH3:36], predict the reactants needed to synthesize it. (3) Given the product [N:23]1[C:32]2[C:27](=[CH:28][CH:29]=[C:30]([NH:33][C:13]([CH:10]3[CH2:9][CH2:8][N:7]([C:2]4[N:1]=[CH:6][CH:5]=[CH:4][N:3]=4)[CH2:12][CH2:11]3)=[O:15])[CH:31]=2)[CH:26]=[N:25][CH:24]=1, predict the reactants needed to synthesize it. The reactants are: [N:1]1[CH:6]=[CH:5][CH:4]=[N:3][C:2]=1[N:7]1[CH2:12][CH2:11][CH:10]([C:13]([OH:15])=O)[CH2:9][CH2:8]1.BrC1N=CC=CN=1.[N:23]1[C:32]2[C:27](=[CH:28][CH:29]=[C:30]([NH2:33])[CH:31]=2)[CH:26]=[N:25][CH:24]=1. (4) Given the product [CH2:2]([CH:3]1[C:4](=[O:5])[N:11]([C:14]2[CH:15]=[CH:16][C:17]([O:20][C:21](=[O:30])[N:22]([CH3:29])[C:23]3[CH:24]=[CH:25][CH:26]=[CH:27][CH:28]=3)=[N:18][CH:19]=2)[C:12](=[S:13])[NH:8]1)[CH3:1], predict the reactants needed to synthesize it. The reactants are: [CH3:1][CH2:2][CH:3]([NH2:8])[C:4](OC)=[O:5].Cl.Cl.[N:11]([C:14]1[CH:15]=[CH:16][C:17]([O:20][C:21](=[O:30])[N:22]([CH3:29])[C:23]2[CH:28]=[CH:27][CH:26]=[CH:25][CH:24]=2)=[N:18][CH:19]=1)=[C:12]=[S:13].CO.C(N(CC)CC)C. (5) Given the product [CH3:26][O:27][C:28]1[CH:29]=[C:30]([NH:31][C:14]([CH:15]2[C:16]3[C:17](=[CH:21][CH:22]=[CH:23][CH:24]=3)[C:18](=[O:20])[N:11]([CH2:10][C:9]([F:13])([F:12])[F:8])[CH:6]2[C:2]2[S:1][CH:5]=[CH:4][CH:3]=2)=[O:25])[CH:32]=[CH:33][CH:34]=1, predict the reactants needed to synthesize it. The reactants are: [S:1]1[CH:5]=[CH:4][CH:3]=[C:2]1[CH:6]=O.[F:8][C:9]([F:13])([F:12])[CH2:10][NH2:11].[C:14]1(=[O:25])[O:20][C:18](=O)[C:17]2=[CH:21][CH:22]=[CH:23][CH:24]=[C:16]2[CH2:15]1.[CH3:26][O:27][C:28]1[CH:29]=[C:30]([CH:32]=[CH:33][CH:34]=1)[NH2:31].